From a dataset of Forward reaction prediction with 1.9M reactions from USPTO patents (1976-2016). Predict the product of the given reaction. The product is: [F:28][C:27]([F:30])([F:29])[S:24]([O:6][C:1]1[CH2:5][CH2:4][CH2:3][CH:2]=1)(=[O:26])=[O:25]. Given the reactants [C:1]1(=[O:6])[CH2:5][CH2:4][CH2:3][CH2:2]1.C[Si]([N-][Si](C)(C)C)(C)C.[Li+].C1C=CC(N([S:24]([C:27]([F:30])([F:29])[F:28])(=[O:26])=[O:25])[S:24]([C:27]([F:30])([F:29])[F:28])(=[O:26])=[O:25])=CC=1.[Cl-].[NH4+], predict the reaction product.